This data is from Forward reaction prediction with 1.9M reactions from USPTO patents (1976-2016). The task is: Predict the product of the given reaction. (1) Given the reactants [NH2:1][C:2]1[C:9]([F:10])=[CH:8][C:5]([C:6]#[N:7])=[CH:4][C:3]=1[Cl:11].CCN(C(C)C)C(C)C.[C:21](Cl)(Cl)=[S:22], predict the reaction product. The product is: [Cl:11][C:3]1[CH:4]=[C:5]([CH:8]=[C:9]([F:10])[C:2]=1[N:1]=[C:21]=[S:22])[C:6]#[N:7]. (2) Given the reactants [NH2:1][C:2]1[N:10]=[C:9]([O:11][CH:12]([CH3:14])[CH3:13])[CH:8]=[C:7]([O:15][CH:16]([CH3:18])[CH3:17])[C:3]=1[C:4]([NH2:6])=[O:5].[CH3:19][C:20]1[CH:21]=[C:22]([CH:25]=[C:26]([CH3:36])[C:27]=1[O:28][CH2:29][CH2:30][N:31]1[CH2:35][CH2:34][CH2:33][CH2:32]1)[CH:23]=O.OS([O-])=O.[Na+].CC1C=CC(S(O)(=O)=O)=CC=1.Cl, predict the reaction product. The product is: [CH3:36][C:26]1[CH:25]=[C:22]([C:23]2[NH:6][C:4](=[O:5])[C:3]3[C:7]([O:15][CH:16]([CH3:18])[CH3:17])=[CH:8][C:9]([O:11][CH:12]([CH3:13])[CH3:14])=[N:10][C:2]=3[N:1]=2)[CH:21]=[C:20]([CH3:19])[C:27]=1[O:28][CH2:29][CH2:30][N:31]1[CH2:35][CH2:34][CH2:33][CH2:32]1.